Predict the product of the given reaction. From a dataset of Forward reaction prediction with 1.9M reactions from USPTO patents (1976-2016). (1) The product is: [N:13]1[CH:14]=[CH:15][N:11]2[CH2:12][C@@H:8]([OH:7])[CH2:9][C:10]=12. Given the reactants Cl.C([Si](C)(C)[O:7][C@@H:8]1[CH2:12][N:11]=[C:10]([NH:13][CH2:14][CH:15](OCC)OCC)[CH2:9]1)(C)(C)C, predict the reaction product. (2) Given the reactants [CH2:1]1[C:6]2([CH2:11][CH2:10][C:9](=[O:12])[CH:8]=[CH:7]2)[CH2:5][CH2:4][O:3][CH2:2]1.[H][H], predict the reaction product. The product is: [CH2:5]1[C:6]2([CH2:11][CH2:10][C:9](=[O:12])[CH2:8][CH2:7]2)[CH2:1][CH2:2][O:3][CH2:4]1. (3) Given the reactants [CH3:1][N:2]([CH3:17])[CH2:3][CH2:4][NH:5][C:6](=[O:16])[C:7]1[CH:12]=[CH:11][CH:10]=[C:9]([N+:13]([O-])=O)[CH:8]=1, predict the reaction product. The product is: [NH2:13][C:9]1[CH:8]=[C:7]([CH:12]=[CH:11][CH:10]=1)[C:6]([NH:5][CH2:4][CH2:3][N:2]([CH3:1])[CH3:17])=[O:16]. (4) Given the reactants CC1(C)OC([CH2:7][CH2:8][CH2:9][C:10]2[C:15]([O:16][CH3:17])=[CH:14][CH:13]=[CH:12][C:11]=2[CH2:18][NH:19][CH:20]2[CH2:25][CH2:24][N:23](C([O-])=O)[CH2:22][CH2:21]2)CO1.[OH-].[Na+].O.[C:33]([O:36]CC)(=[O:35])[CH3:34].[CH3:39]O, predict the reaction product. The product is: [CH3:34][C:33]1([CH3:39])[O:36][CH:8]([CH2:9][C:10]2[C:15]([O:16][CH3:17])=[CH:14][CH:13]=[CH:12][C:11]=2[CH2:18][NH:19][CH:20]2[CH2:21][CH2:22][NH:23][CH2:24][CH2:25]2)[CH2:7][O:35]1.